This data is from Reaction yield outcomes from USPTO patents with 853,638 reactions. The task is: Predict the reaction yield, written as a fraction of the theoretical maximum amount of product (1.0 means a 100% yield; for example, 0.34 means a 34% yield). The reactants are O[CH2:2][CH:3]([NH:5][S:6]([C:9]1[CH:14]=[CH:13][C:12]([C:15]2[C:16]3[C:17]4[CH:30]=[CH:29][S:28][C:18]=4[C:19](=[O:27])[NH:20][C:21]=3[CH:22]=[CH:23][C:24]=2[O:25]C)=[CH:11][CH:10]=1)(=[O:8])=[O:7])[CH3:4].[Br:31]B(Br)Br. No catalyst specified. The product is [Br:31][CH2:2][CH:3]([NH:5][S:6]([C:9]1[CH:14]=[CH:13][C:12]([C:15]2[C:16]3[C:17]4[CH:30]=[CH:29][S:28][C:18]=4[C:19](=[O:27])[NH:20][C:21]=3[CH:22]=[CH:23][C:24]=2[OH:25])=[CH:11][CH:10]=1)(=[O:8])=[O:7])[CH3:4]. The yield is 0.790.